This data is from Full USPTO retrosynthesis dataset with 1.9M reactions from patents (1976-2016). The task is: Predict the reactants needed to synthesize the given product. Given the product [Br:12][C:10]1[CH:11]=[C:2]([NH:1][CH:32]2[CH2:15][CH2:14][O:17][CH2:29][CH2:28]2)[C:3]([CH3:13])=[C:4]([CH:9]=1)[C:5]([O:7][CH3:8])=[O:6], predict the reactants needed to synthesize it. The reactants are: [NH2:1][C:2]1[C:3]([CH3:13])=[C:4]([CH:9]=[C:10]([Br:12])[CH:11]=1)[C:5]([O:7][CH3:8])=[O:6].[C:14]([OH:17])(=O)[CH3:15].C(O[BH-](O[C:28](=O)[CH3:29])OC(=O)C)(=O)C.[Na+].[C:32](=O)(O)[O-].[Na+].